From a dataset of NCI-60 drug combinations with 297,098 pairs across 59 cell lines. Regression. Given two drug SMILES strings and cell line genomic features, predict the synergy score measuring deviation from expected non-interaction effect. (1) Drug 1: CC12CCC3C(C1CCC2=O)CC(=C)C4=CC(=O)C=CC34C. Drug 2: CN1C(=O)N2C=NC(=C2N=N1)C(=O)N. Cell line: A549. Synergy scores: CSS=27.4, Synergy_ZIP=4.32, Synergy_Bliss=6.04, Synergy_Loewe=-13.7, Synergy_HSA=2.68. (2) Drug 1: CCCS(=O)(=O)NC1=C(C(=C(C=C1)F)C(=O)C2=CNC3=C2C=C(C=N3)C4=CC=C(C=C4)Cl)F. Drug 2: CS(=O)(=O)OCCCCOS(=O)(=O)C. Cell line: U251. Synergy scores: CSS=8.95, Synergy_ZIP=-4.08, Synergy_Bliss=-4.61, Synergy_Loewe=-4.28, Synergy_HSA=-4.33. (3) Drug 1: C1=CC(=C(C=C1I)F)NC2=C(C=CC(=C2F)F)C(=O)NOCC(CO)O. Drug 2: CC1CC(C(C(C=C(C(C(C=CC=C(C(=O)NC2=CC(=O)C(=C(C1)C2=O)OC)C)OC)OC(=O)N)C)C)O)OC. Cell line: OVCAR3. Synergy scores: CSS=34.9, Synergy_ZIP=1.94, Synergy_Bliss=2.92, Synergy_Loewe=1.37, Synergy_HSA=3.11. (4) Drug 1: C1=CC(=CC=C1C#N)C(C2=CC=C(C=C2)C#N)N3C=NC=N3. Drug 2: COC1=NC(=NC2=C1N=CN2C3C(C(C(O3)CO)O)O)N. Cell line: DU-145. Synergy scores: CSS=-4.05, Synergy_ZIP=0.0911, Synergy_Bliss=-1.34, Synergy_Loewe=-10.2, Synergy_HSA=-6.74. (5) Drug 1: CC1=C(C=C(C=C1)NC(=O)C2=CC=C(C=C2)CN3CCN(CC3)C)NC4=NC=CC(=N4)C5=CN=CC=C5. Drug 2: CC1=C(C(=CC=C1)Cl)NC(=O)C2=CN=C(S2)NC3=CC(=NC(=N3)C)N4CCN(CC4)CCO. Cell line: NCI/ADR-RES. Synergy scores: CSS=-5.33, Synergy_ZIP=4.61, Synergy_Bliss=1.61, Synergy_Loewe=-4.50, Synergy_HSA=-5.85. (6) Drug 1: CN(C(=O)NC(C=O)C(C(C(CO)O)O)O)N=O. Cell line: MOLT-4. Synergy scores: CSS=5.05, Synergy_ZIP=-0.608, Synergy_Bliss=2.00, Synergy_Loewe=0.360, Synergy_HSA=-0.968. Drug 2: COC1=C2C(=CC3=C1OC=C3)C=CC(=O)O2.